Dataset: Reaction yield outcomes from USPTO patents with 853,638 reactions. Task: Predict the reaction yield, written as a fraction of the theoretical maximum amount of product (1.0 means a 100% yield; for example, 0.34 means a 34% yield). (1) The reactants are [CH3:1][O:2][N:3]([CH3:13])[C:4]([C:6]1[CH:11]=[C:10](Cl)[CH:9]=[CH:8][N:7]=1)=[O:5].[C:14](=[NH:27])([C:21]1[CH:26]=[CH:25][CH:24]=[CH:23][CH:22]=1)[C:15]1[CH:20]=[CH:19][CH:18]=[CH:17][CH:16]=1.[O-]P([O-])([O-])=O.[K+].[K+].[K+]. The catalyst is COCCOC.C(Cl)Cl.C1C=CC(/C=C/C(/C=C/C2C=CC=CC=2)=O)=CC=1.C1C=CC(/C=C/C(/C=C/C2C=CC=CC=2)=O)=CC=1.C1C=CC(/C=C/C(/C=C/C2C=CC=CC=2)=O)=CC=1.[Pd].[Pd].C(P(C(C)(C)C)C1C=CC=CC=1C1C(C(C)C)=CC(C(C)C)=CC=1C(C)C)(C)(C)C. The product is [C:15]1([C:14](=[N:27][C:10]2[CH:9]=[CH:8][N:7]=[C:6]([C:4]([N:3]([O:2][CH3:1])[CH3:13])=[O:5])[CH:11]=2)[C:21]2[CH:22]=[CH:23][CH:24]=[CH:25][CH:26]=2)[CH:20]=[CH:19][CH:18]=[CH:17][CH:16]=1. The yield is 0.840. (2) The reactants are I[C:2]1[N:3]=[CH:4][NH:5][C:6]=1[C:7]1(O)[CH2:12][CH2:11][O:10][CH2:9][CH2:8]1. The catalyst is Cl. The product is [O:10]1[CH2:9][CH:8]=[C:7]([C:6]2[NH:5][CH:4]=[N:3][CH:2]=2)[CH2:12][CH2:11]1. The yield is 0.640. (3) The reactants are [N:1]1[C:10]2[C:5](=[CH:6][C:7]([CH2:11][N:12]3[C:16]4=[N:17][C:18](/[C:21](=[N:23]/[O:24][CH2:25][CH2:26][N:27]5C(=O)C6C(=CC=CC=6)C5=O)/[CH3:22])=[CH:19][N:20]=[C:15]4[N:14]=[N:13]3)=[CH:8][CH:9]=2)[CH:4]=[CH:3][CH:2]=1.O.NN. The catalyst is CO. The product is [NH2:27][CH2:26][CH2:25][O:24]/[N:23]=[C:21](/[C:18]1[N:17]=[C:16]2[N:12]([CH2:11][C:7]3[CH:6]=[C:5]4[C:10](=[CH:9][CH:8]=3)[N:1]=[CH:2][CH:3]=[CH:4]4)[N:13]=[N:14][C:15]2=[N:20][CH:19]=1)\[CH3:22]. The yield is 0.370.